Dataset: NCI-60 drug combinations with 297,098 pairs across 59 cell lines. Task: Regression. Given two drug SMILES strings and cell line genomic features, predict the synergy score measuring deviation from expected non-interaction effect. (1) Drug 1: CC(CN1CC(=O)NC(=O)C1)N2CC(=O)NC(=O)C2. Drug 2: CN(C(=O)NC(C=O)C(C(C(CO)O)O)O)N=O. Cell line: IGROV1. Synergy scores: CSS=23.4, Synergy_ZIP=-3.21, Synergy_Bliss=1.81, Synergy_Loewe=-3.53, Synergy_HSA=3.06. (2) Drug 1: C1CC(C1)(C2=CC=C(C=C2)C3=C(C=C4C(=N3)C=CN5C4=NNC5=O)C6=CC=CC=C6)N. Drug 2: C1CCC(C(C1)[NH-])[NH-].C(=O)(C(=O)[O-])[O-].[Pt+4]. Cell line: HT29. Synergy scores: CSS=52.4, Synergy_ZIP=-4.91, Synergy_Bliss=-5.46, Synergy_Loewe=0.998, Synergy_HSA=3.54.